From a dataset of Reaction yield outcomes from USPTO patents with 853,638 reactions. Predict the reaction yield, written as a fraction of the theoretical maximum amount of product (1.0 means a 100% yield; for example, 0.34 means a 34% yield). (1) The reactants are [CH:1]([C:3]1[CH:11]=[CH:10][C:6]([C:7]([OH:9])=[O:8])=[CH:5][CH:4]=1)=[CH2:2].CN(C)C=O.[CH2:17]1[CH2:27][CH2:26]N2C(=NCCC2)CC1.[C:28](=O)([O-])[O-].[K+].[K+]. The catalyst is C(OCC)C.CC(O)(C)C. The product is [CH:1]([C:3]1[CH:11]=[CH:10][C:6]([C:7]([O:9][C:27]([CH3:17])([CH3:28])[CH3:26])=[O:8])=[CH:5][CH:4]=1)=[CH2:2]. The yield is 0.880. (2) The reactants are [CH3:1][S:2]([C:5]1[CH:6]=[C:7]2[C:11](=[CH:12][CH:13]=1)[N:10]([C:14]1[N:19]=[CH:18][C:17]([O:20][CH:21]3[CH2:26][CH2:25][N:24]([C:27]#[N:28])[CH2:23][CH2:22]3)=[CH:16][CH:15]=1)[CH:9]=[CH:8]2)(=[O:4])=[O:3].[OH:29][NH:30][C:31](=N)[CH:32]([CH3:34])[CH3:33]. The catalyst is C1COCC1.[Cl-].[Zn+2].[Cl-]. The product is [CH:32]([C:31]1[N:28]=[C:27]([N:24]2[CH2:25][CH2:26][CH:21]([O:20][C:17]3[CH:18]=[N:19][C:14]([N:10]4[C:11]5[C:7](=[CH:6][C:5]([S:2]([CH3:1])(=[O:4])=[O:3])=[CH:13][CH:12]=5)[CH:8]=[CH:9]4)=[CH:15][CH:16]=3)[CH2:22][CH2:23]2)[O:29][N:30]=1)([CH3:34])[CH3:33]. The yield is 0.300. (3) The reactants are [F:1][C:2]1[CH:3]=[C:4]([CH:7]=[CH:8][CH:9]=1)[CH2:5][NH2:6].[C:10]([NH:18][C:19]1[S:20][C:21]([C:25](Cl)=[O:26])=[C:22]([CH3:24])[N:23]=1)(=[O:17])[C:11]1[CH:16]=[CH:15][CH:14]=[CH:13][CH:12]=1. No catalyst specified. The product is [F:1][C:2]1[CH:3]=[C:4]([CH:7]=[CH:8][CH:9]=1)[CH2:5][NH:6][C:25]([C:21]1[S:20][C:19]([NH:18][C:10](=[O:17])[C:11]2[CH:12]=[CH:13][CH:14]=[CH:15][CH:16]=2)=[N:23][C:22]=1[CH3:24])=[O:26]. The yield is 0.460. (4) The reactants are [C:1]([O:5][C:6]([N:8]1[C:16]2[C:11](=[CH:12][CH:13]=[C:14]([OH:17])[CH:15]=2)[CH:10]=[C:9]1[C:18]1[C:19]2[S:32][C:31]([C:33]3[CH:38]=[CH:37][CH:36]=[CH:35][CH:34]=3)=[CH:30][C:20]=2[N:21]([C:23]([O:25][C:26]([CH3:29])([CH3:28])[CH3:27])=[O:24])[N:22]=1)=[O:7])([CH3:4])([CH3:3])[CH3:2].C(=O)([O-])[O-].[Cs+].[Cs+].[Br:45][CH2:46][CH2:47][CH2:48]Br. No catalyst specified. The product is [C:1]([O:5][C:6]([N:8]1[C:16]2[C:11](=[CH:12][CH:13]=[C:14]([O:17][CH2:48][CH2:47][CH2:46][Br:45])[CH:15]=2)[CH:10]=[C:9]1[C:18]1[C:19]2[S:32][C:31]([C:33]3[CH:34]=[CH:35][CH:36]=[CH:37][CH:38]=3)=[CH:30][C:20]=2[N:21]([C:23]([O:25][C:26]([CH3:29])([CH3:28])[CH3:27])=[O:24])[N:22]=1)=[O:7])([CH3:2])([CH3:3])[CH3:4]. The yield is 0.650. (5) The reactants are [C:1]([S:20][CH2:21][CH2:22][NH2:23])([C:14]1[CH:19]=[CH:18][CH:17]=[CH:16][CH:15]=1)([C:8]1[CH:13]=[CH:12][CH:11]=[CH:10][CH:9]=1)[C:2]1[CH:7]=[CH:6][CH:5]=[CH:4][CH:3]=1.FC1C([O:31][C:32](=O)[C:33]2[CH:38]=[CH:37][C:36]([CH2:39][OH:40])=[CH:35][CH:34]=2)=C(F)C(F)=C(F)C=1F.CN1CCOCC1. The catalyst is ClCCl. The product is [OH:40][CH2:39][C:36]1[CH:37]=[CH:38][C:33]([C:32]([NH:23][CH2:22][CH2:21][S:20][C:1]([C:8]2[CH:13]=[CH:12][CH:11]=[CH:10][CH:9]=2)([C:14]2[CH:15]=[CH:16][CH:17]=[CH:18][CH:19]=2)[C:2]2[CH:7]=[CH:6][CH:5]=[CH:4][CH:3]=2)=[O:31])=[CH:34][CH:35]=1. The yield is 0.570. (6) The reactants are [H-].[Na+].[CH:3]1([C:6]2([OH:10])[CH2:9][O:8][CH2:7]2)[CH2:5][CH2:4]1.[C:11](=O)([O:19]C1C=CC=CN=1)[O:12][C:13]1[CH:18]=[CH:17][CH:16]=[CH:15][N:14]=1. The catalyst is C1COCC1.CCOC(C)=O.[Cl-].[Na+].O. The product is [C:11](=[O:19])([O:12][C:13]1[CH:18]=[CH:17][CH:16]=[CH:15][N:14]=1)[O:10][C:6]1([CH:3]2[CH2:5][CH2:4]2)[CH2:9][O:8][CH2:7]1. The yield is 0.188. (7) The yield is 0.558. The product is [C:1]12([NH:6][C:7]3[N:12]=[C:11]([S:13][CH3:14])[C:10]([C:17]#[N:19])=[CH:9][N:8]=3)[CH2:5][CH:3]([CH2:4]1)[CH2:2]2. The reactants are [C:1]12([NH:6][C:7]3[N:12]=[C:11]([S:13][CH3:14])[C:10](Br)=[CH:9][N:8]=3)[CH2:5][CH:3]([CH2:4]1)[CH2:2]2.C[C:17]([N:19](C)C)=O. The catalyst is C(OCC)(=O)C.O.[Zn].[C-]#N.[Zn+2].[C-]#N.C1(P(C2C=CC=CC=2)[C-]2C=CC=C2)C=CC=CC=1.[C-]1(P(C2C=CC=CC=2)C2C=CC=CC=2)C=CC=C1.[Fe+2].C1C=CC(/C=C/C(/C=C/C2C=CC=CC=2)=O)=CC=1.C1C=CC(/C=C/C(/C=C/C2C=CC=CC=2)=O)=CC=1.C1C=CC(/C=C/C(/C=C/C2C=CC=CC=2)=O)=CC=1.[Pd].[Pd]. (8) The yield is 0.700. The reactants are [F:1][C:2]1[CH:7]=[CH:6][C:5]([C:8]2[N:13]3[N:14]=[C:15]([NH2:17])[N:16]=[C:12]3[CH:11]=[N:10][CH:9]=2)=[CH:4][CH:3]=1.Br[C:19]1[CH:24]=[CH:23][C:22]([N:25]2[CH:29]=[C:28]([CH3:30])[N:27]=[CH:26]2)=[C:21]([O:31][CH3:32])[CH:20]=1. The product is [F:1][C:2]1[CH:7]=[CH:6][C:5]([C:8]2[N:13]3[N:14]=[C:15]([NH:17][C:19]4[CH:24]=[CH:23][C:22]([N:25]5[CH:29]=[C:28]([CH3:30])[N:27]=[CH:26]5)=[C:21]([O:31][CH3:32])[CH:20]=4)[N:16]=[C:12]3[CH:11]=[N:10][CH:9]=2)=[CH:4][CH:3]=1. The catalyst is O.CCOC(C)=O.